This data is from Retrosynthesis with 50K atom-mapped reactions and 10 reaction types from USPTO. The task is: Predict the reactants needed to synthesize the given product. (1) Given the product N[C@H]1CC[C@H](c2nc(-c3ccccc3)no2)C1, predict the reactants needed to synthesize it. The reactants are: CC(C)(C)OC(=O)N[C@H]1CC[C@H](c2nc(-c3ccccc3)no2)C1. (2) Given the product CCCCc1ccc(Cc2nccc3ccc(CC)cc23)cc1, predict the reactants needed to synthesize it. The reactants are: C#Cc1ccc2ccnc(Cc3ccc(CCCC)cc3)c2c1. (3) Given the product CC(C)C[C@H]1C(=O)N[C@@H](c2ccccc2)CN1C(=O)[C@@H]1C[C@H]1c1ccc(Cl)cc1F, predict the reactants needed to synthesize it. The reactants are: CC(C)C[C@@H]1NC[C@H](c2ccccc2)NC1=O.O=C(O)[C@@H]1C[C@H]1c1ccc(Cl)cc1F. (4) Given the product Cc1cccc(C(=O)N2N(C3CCCCCCC3)C(=O)C2(C)C)c1, predict the reactants needed to synthesize it. The reactants are: CC1(C)NN(C2CCCCCCC2)C1=O.Cc1cccc(C(=O)Cl)c1. (5) Given the product CCOC(=O)c1cn(COCC[Si](C)(C)C)nc1-c1nc2c(s1)CCC2, predict the reactants needed to synthesize it. The reactants are: CCOC(=O)c1c[nH]nc1-c1nc2c(s1)CCC2.C[Si](C)(C)CCOCCl.